From a dataset of Peptide-MHC class I binding affinity with 185,985 pairs from IEDB/IMGT. Regression. Given a peptide amino acid sequence and an MHC pseudo amino acid sequence, predict their binding affinity value. This is MHC class I binding data. The peptide sequence is TSVDIETAIR. The MHC is HLA-A68:01 with pseudo-sequence HLA-A68:01. The binding affinity (normalized) is 0.972.